From a dataset of Full USPTO retrosynthesis dataset with 1.9M reactions from patents (1976-2016). Predict the reactants needed to synthesize the given product. (1) Given the product [OH:1][B:2]1[C:6]2[CH:7]=[C:8]([O:11][C:12]3[CH:13]=[CH:14][C:15]([C:16]([OH:18])=[O:17])=[CH:21][CH:22]=3)[CH:9]=[CH:10][C:5]=2[CH:4]([CH2:23][N+:24]([O-:26])=[O:25])[O:3]1, predict the reactants needed to synthesize it. The reactants are: [OH:1][B:2]1[C:6]2[CH:7]=[C:8]([O:11][C:12]3[CH:22]=[CH:21][C:15]([C:16]([O:18]CC)=[O:17])=[CH:14][CH:13]=3)[CH:9]=[CH:10][C:5]=2[CH:4]([CH2:23][N+:24]([O-:26])=[O:25])[O:3]1.[OH-].[Na+].Cl. (2) The reactants are: [OH:1][CH:2]1[CH2:7][CH2:6][N:5]([C:8]2[N:13]=[N:12][C:11]([C:14]3[CH:15]=[N:16][CH:17]=[C:18]([CH:24]=3)[C:19]([O:21][CH2:22][CH3:23])=[O:20])=[CH:10][CH:9]=2)[CH2:4][CH2:3]1.[Br:25][C:26]1[CH:31]=[CH:30][CH:29]=[CH:28][C:27]=1O.N(C(OCC)=O)=NC(OCC)=O.C1(P(C2C=CC=CC=2)C2C=CC=CC=2)C=CC=CC=1. Given the product [Br:25][C:26]1[CH:31]=[CH:30][CH:29]=[CH:28][C:27]=1[O:1][CH:2]1[CH2:7][CH2:6][N:5]([C:8]2[N:13]=[N:12][C:11]([C:14]3[CH:15]=[N:16][CH:17]=[C:18]([CH:24]=3)[C:19]([O:21][CH2:22][CH3:23])=[O:20])=[CH:10][CH:9]=2)[CH2:4][CH2:3]1, predict the reactants needed to synthesize it. (3) Given the product [CH3:30][N:2]([CH3:1])[C:3]1[CH:4]=[C:5]([O:28][CH3:29])[C:6]([NH:12][C:13]2[N:18]=[C:17]([N:19]3[CH:23]=[C:22]([CH3:24])[C:21]([CH2:25][N:33]([CH3:34])[CH3:32])=[CH:20]3)[C:16]([F:27])=[CH:15][N:14]=2)=[CH:7][C:8]=1[NH:9][C:5](=[O:28])[CH:4]=[CH2:3], predict the reactants needed to synthesize it. The reactants are: [CH3:1][N:2]([CH3:30])[C:3]1[C:8]([N+:9]([O-])=O)=[CH:7][C:6]([NH:12][C:13]2[N:18]=[C:17]([N:19]3[CH:23]=[C:22]([CH3:24])[C:21]([CH:25]=O)=[CH:20]3)[C:16]([F:27])=[CH:15][N:14]=2)=[C:5]([O:28][CH3:29])[CH:4]=1.Cl.[CH3:32][NH:33][CH3:34].